From a dataset of Retrosynthesis with 50K atom-mapped reactions and 10 reaction types from USPTO. Predict the reactants needed to synthesize the given product. (1) The reactants are: Nc1ccc2c(c1)COC2=O.O=C(CCl)OC(=O)CCl. Given the product O=C(CCl)Nc1ccc2c(c1)COC2=O, predict the reactants needed to synthesize it. (2) Given the product O=C1CCOc2cc(Br)ccc21, predict the reactants needed to synthesize it. The reactants are: O=c1ccoc2cc(Br)ccc12. (3) Given the product COC(=O)[C@@]12CO[C@@H](C(C)(C)C)N1C(=O)[C@](Cc1ccccc1)(C(=O)O)C2, predict the reactants needed to synthesize it. The reactants are: COC(=O)[C@@]12CO[C@@H](C(C)(C)C)N1C(=O)[C@](Cc1ccccc1)(C(=O)OCc1ccccc1)C2. (4) Given the product O=[N+]([O-])c1cnc(Cl)nc1NC1CCCC1, predict the reactants needed to synthesize it. The reactants are: NC1CCCC1.O=[N+]([O-])c1cnc(Cl)nc1Cl. (5) The reactants are: CCCc1nc2cc(NS(=O)(=O)c3ccc(F)cc3)ccc2n1CC(=O)OC(C)(C)C.FC(F)(F)c1ccccc1CBr. Given the product CCCc1nc2cc(N(Cc3ccccc3C(F)(F)F)S(=O)(=O)c3ccc(F)cc3)ccc2n1CC(=O)OC(C)(C)C, predict the reactants needed to synthesize it. (6) The reactants are: CN(C)c1cc2c(cc1Cl)N(C(=O)OC(C)(C)C)CC(C(=O)N1CCC(C#N)(Cc3ccc(F)nc3)CC1)O2. Given the product CN(C)c1cc2c(cc1Cl)NCC(C(=O)N1CCC(C#N)(Cc3ccc(F)nc3)CC1)O2, predict the reactants needed to synthesize it. (7) Given the product Clc1cccc(C(Cl)Cl)n1, predict the reactants needed to synthesize it. The reactants are: Clc1cccc(C(Cl)(Cl)Cl)n1. (8) Given the product COC(=O)c1ccc(S(=O)(=O)N(Cc2ccc(Cl)cc2C(F)(F)F)c2ncc(Cl)cc2Cl)cc1, predict the reactants needed to synthesize it. The reactants are: COC(=O)c1ccc(S(=O)(=O)Nc2ncc(Cl)cc2Cl)cc1.FC(F)(F)c1cc(Cl)ccc1CBr. (9) Given the product N#CCc1cccc(NC(=O)c2cccc(-c3cccc(F)c3)n2)c1, predict the reactants needed to synthesize it. The reactants are: N#CCc1cccc(NC(=O)c2cccc(Br)n2)c1.OB(O)c1cccc(F)c1. (10) Given the product COC(=O)[C@H](NC(=O)C1CCN(C(=O)c2ccccc2)CC1)[C@@H](C)c1c[nH]c2ccccc12, predict the reactants needed to synthesize it. The reactants are: COC(=O)[C@H](N)[C@@H](C)c1c[nH]c2ccccc12.O=C(O)C1CCN(C(=O)c2ccccc2)CC1.